Dataset: Catalyst prediction with 721,799 reactions and 888 catalyst types from USPTO. Task: Predict which catalyst facilitates the given reaction. (1) Reactant: [C:1]([C:4]1[CH2:5][CH2:6][N:7]([C:10]([O:12][C:13](C)([CH3:15])[CH3:14])=[O:11])[CH2:8][CH:9]=1)#[C:2][CH3:3]. Product: [C:1]([C:4]1[CH2:9][CH2:8][N:7]([C:10]([O:12][CH:13]([CH3:15])[CH3:14])=[O:11])[CH2:6][CH:5]=1)#[C:2][CH3:3]. The catalyst class is: 33. (2) Reactant: CS(C)=O.C(Cl)(=O)C(Cl)=O.[OH:11][CH2:12][CH2:13][CH2:14][NH:15][C:16](=[O:32])[O:17][CH2:18][CH:19]1[C:31]2[CH:30]=[CH:29][CH:28]=[CH:27][C:26]=2[C:25]2[C:20]1=[CH:21][CH:22]=[CH:23][CH:24]=2.CCN(C(C)C)C(C)C. Product: [O:11]=[CH:12][CH2:13][CH2:14][NH:15][C:16](=[O:32])[O:17][CH2:18][CH:19]1[C:20]2[CH:21]=[CH:22][CH:23]=[CH:24][C:25]=2[C:26]2[C:31]1=[CH:30][CH:29]=[CH:28][CH:27]=2. The catalyst class is: 2. (3) Reactant: C([NH:8][CH:9]1[CH2:14][CH2:13][CH:12]([C:15]([O:17][CH3:18])=[O:16])[CH:11]([O:19][CH3:20])[CH2:10]1)C1C=CC=CC=1.[H][H]. Product: [NH2:8][CH:9]1[CH2:14][CH2:13][CH:12]([C:15]([O:17][CH3:18])=[O:16])[CH:11]([O:19][CH3:20])[CH2:10]1. The catalyst class is: 105. (4) Reactant: [CH3:1][O:2][C:3]1[CH:4]=[C:5]([OH:12])[CH:6]=[CH:7][C:8]=1[N+:9]([O-:11])=[O:10].C([O-])([O-])=O.[Cs+].[Cs+].[O:19]1[CH2:24][CH2:23][CH:22](OS(C)(=O)=O)[CH2:21][CH2:20]1. Product: [CH3:1][O:2][C:3]1[CH:4]=[C:5]([CH:6]=[CH:7][C:8]=1[N+:9]([O-:11])=[O:10])[O:12][CH:22]1[CH2:23][CH2:24][O:19][CH2:20][CH2:21]1. The catalyst class is: 18. (5) Reactant: Cl.[CH3:2][NH:3][O:4][CH3:5].[CH3:6][O:7][C:8]1[CH:9]=[C:10]([CH:14]=[CH:15][C:16]=1[C:17]([F:20])([F:19])[F:18])[C:11]([OH:13])=O.ON1C2C=CC=CC=2N=N1.Cl.CN(C)CCCN=C=NCC.C(N(CC)C(C)C)(C)C.C(=O)([O-])O.[Na+]. Product: [CH3:6][O:7][C:8]1[CH:9]=[C:10]([CH:14]=[CH:15][C:16]=1[C:17]([F:20])([F:19])[F:18])[C:11]([N:3]([O:4][CH3:5])[CH3:2])=[O:13]. The catalyst class is: 4.